This data is from Catalyst prediction with 721,799 reactions and 888 catalyst types from USPTO. The task is: Predict which catalyst facilitates the given reaction. (1) Reactant: [OH:1][CH:2]([C:6]1[CH:11]=[CH:10][C:9]([C:12]2[N:16]=[C:15]([C:17]3[C:21]([C:22]([F:25])([F:24])[F:23])=[C:20]([C:26]4[CH:31]=[CH:30][CH:29]=[CH:28][CH:27]=4)[O:19][N:18]=3)[O:14][N:13]=2)=[CH:8][CH:7]=1)[C:3](O)=[O:4].Cl.[CH2:33]([NH2:35])[CH3:34].C[N:37]1CC[O:40][CH2:39][CH2:38]1.CN(C(ON1N=NC2C=CC=NC1=2)=[N+](C)C)C.F[P-](F)(F)(F)(F)F. Product: [CH2:33]([NH:35][C:39](=[O:40])[CH2:38][NH:37][C:3](=[O:4])[CH:2]([OH:1])[C:6]1[CH:11]=[CH:10][C:9]([C:12]2[N:16]=[C:15]([C:17]3[C:21]([C:22]([F:25])([F:23])[F:24])=[C:20]([C:26]4[CH:31]=[CH:30][CH:29]=[CH:28][CH:27]=4)[O:19][N:18]=3)[O:14][N:13]=2)=[CH:8][CH:7]=1)[CH3:34]. The catalyst class is: 3. (2) The catalyst class is: 17. Product: [N+:1]([C:4]1[C:5]([NH:22][CH2:21][C:20]2[CH:19]=[CH:18][C:17]([C:16]([F:15])([F:25])[F:26])=[CH:24][CH:23]=2)=[CH:6][CH:7]=[C:8]2[C:13]=1[N:12]=[CH:11][CH:10]=[CH:9]2)([O-:3])=[O:2]. Reactant: [N+:1]([C:4]1[C:5](Cl)=[CH:6][CH:7]=[C:8]2[C:13]=1[N:12]=[CH:11][CH:10]=[CH:9]2)([O-:3])=[O:2].[F:15][C:16]([F:26])([F:25])[C:17]1[CH:24]=[CH:23][C:20]([CH2:21][NH2:22])=[CH:19][CH:18]=1. (3) Reactant: [Br:1][C:2]1[CH:17]=[CH:16][C:5]2[C:6](Cl)=[N:7][C:8]3[C:13]([C:4]=2[CH:3]=1)=[C:12]([Cl:14])[N:11]=[CH:10][CH:9]=3.[CH3:18][N:19]1[CH:23]=[CH:22][C:21]([CH2:24][NH2:25])=[N:20]1.CCN(CC)CC. Product: [Br:1][C:2]1[CH:17]=[CH:16][C:5]2[C:6]([NH:25][CH2:24][C:21]3[CH:22]=[CH:23][N:19]([CH3:18])[N:20]=3)=[N:7][C:8]3[C:13]([C:4]=2[CH:3]=1)=[C:12]([Cl:14])[N:11]=[CH:10][CH:9]=3. The catalyst class is: 210. (4) Reactant: [CH2:1]([CH:4]([CH2:7][OH:8])[CH2:5][OH:6])[CH2:2][CH3:3].[C:9]1(C)C=CC(S(O)(=O)=O)=CC=1.[C:20]([C:22]1[CH:27]=[CH:26][C:25]([CH:28]2[CH2:33][CH2:32][CH:31]([C:34](=[CH2:37])C=O)[CH2:30][CH2:29]2)=[CH:24][CH:23]=1)#[N:21]. Product: [CH2:1]([CH:4]1[CH2:7][O:8][CH:9]([CH:37]=[CH:34][CH:31]2[CH2:30][CH2:29][CH:28]([C:25]3[CH:24]=[CH:23][C:22]([C:20]#[N:21])=[CH:27][CH:26]=3)[CH2:33][CH2:32]2)[O:6][CH2:5]1)[CH2:2][CH3:3]. The catalyst class is: 11. (5) Product: [C:10]([O:9][C:5](=[O:8])[CH2:6][CH2:7][CH2:1][CH3:2])(=[O:14])[CH:11]=[CH2:12]. The catalyst class is: 119. Reactant: [C:1](Cl)(=O)[CH3:2].[C:5]([O:9][CH2:10][CH:11](O)[CH3:12])(=[O:8])[CH:6]=[CH2:7].[OH2:14]. (6) Reactant: [Cl:1][C:2]1[C:7]([CH3:8])=[CH:6][N:5]=[C:4]([CH2:9][OH:10])[CH:3]=1.C([O-])([O-])=[O:12].[Na+].[Na+].[O-][Mn](=O)(=O)=O.[K+]. Product: [Cl:1][C:2]1[C:7]([CH3:8])=[CH:6][N:5]=[C:4]([C:9]([OH:12])=[O:10])[CH:3]=1. The catalyst class is: 38. (7) Reactant: [Li+].[B-](CC)(CC)CC.[F:9][C:10]1[CH:15]=[CH:14][C:13]([N:16]2[C:20]3[CH:21]=[C:22]4[C@:27]([C:29](OC)=[O:30])([CH2:28][C:19]=3[CH:18]=[N:17]2)[CH2:26][N:25]([S:33]([C:36]2[CH:37]=[C:38]([CH3:42])[CH:39]=[CH:40][CH:41]=2)(=[O:35])=[O:34])[CH2:24][CH2:23]4)=[CH:12][CH:11]=1. Product: [F:9][C:10]1[CH:15]=[CH:14][C:13]([N:16]2[C:20]3[CH:21]=[C:22]4[C@:27]([CH2:29][OH:30])([CH2:28][C:19]=3[CH:18]=[N:17]2)[CH2:26][N:25]([S:33]([C:36]2[CH:37]=[C:38]([CH3:42])[CH:39]=[CH:40][CH:41]=2)(=[O:35])=[O:34])[CH2:24][CH2:23]4)=[CH:12][CH:11]=1. The catalyst class is: 7. (8) Reactant: [CH3:1][O:2][C:3]1[CH:4]=[C:5]2[C:9](=[CH:10][CH:11]=1)[N:8]([CH2:12][C:13]1[N:18]=[C:17]([C:19](O)=[O:20])[CH:16]=[CH:15][CH:14]=1)[C:7]([C:22]1[CH:27]=[CH:26][CH:25]=[CH:24][CH:23]=1)=[CH:6]2.[CH3:28][S:29]([NH2:32])(=[O:31])=[O:30].Cl.C(N=C=NCCCN(C)C)C.Cl. Product: [CH3:28][S:29]([NH:32][C:19]([C:17]1[CH:16]=[CH:15][CH:14]=[C:13]([CH2:12][N:8]2[C:9]3[C:5](=[CH:4][C:3]([O:2][CH3:1])=[CH:11][CH:10]=3)[CH:6]=[C:7]2[C:22]2[CH:27]=[CH:26][CH:25]=[CH:24][CH:23]=2)[N:18]=1)=[O:20])(=[O:31])=[O:30]. The catalyst class is: 112.